From a dataset of Forward reaction prediction with 1.9M reactions from USPTO patents (1976-2016). Predict the product of the given reaction. (1) Given the reactants [Br:1][C:2]1[CH:7]=[CH:6][C:5](/[CH:8]=[C:9](\[CH2:15][C:16]#[N:17])/[C:10]([O:12][CH2:13][CH3:14])=[O:11])=[C:4]([N+:18]([O-])=O)[CH:3]=1.C([O-])(O)=O.[Na+].CCOC(C)=O, predict the reaction product. The product is: [NH2:17][C:16]1[CH2:15][C:9]([C:10]([O:12][CH2:13][CH3:14])=[O:11])=[CH:8][C:5]2[CH:6]=[CH:7][C:2]([Br:1])=[CH:3][C:4]=2[N:18]=1. (2) Given the reactants Br[C:2]1[CH:11]=[C:10]2[C:5]([CH2:6][CH2:7][CH2:8][C:9]2=[O:12])=[C:4]([F:13])[CH:3]=1.[CH3:14][Sn](C)(C)C, predict the reaction product. The product is: [F:13][C:4]1[CH:3]=[C:2]([CH3:14])[CH:11]=[C:10]2[C:5]=1[CH2:6][CH2:7][CH2:8][C:9]2=[O:12]. (3) Given the reactants C(OC(=O)[NH:7][C:8]1[CH:13]=[C:12]([CH3:14])[C:11]([C:15]([F:18])([F:17])[F:16])=[CH:10][C:9]=1[NH:19][C:20](=[O:45])[CH2:21][C:22]([C:24]1[CH:29]=[CH:28][CH:27]=[C:26]([C:30]2[CH:35]=[C:34]([CH2:36][O:37]C3CCCCO3)[N:33]=[C:32]([CH3:44])[CH:31]=2)[CH:25]=1)=O)(C)(C)C.C(O)(C(F)(F)F)=O, predict the reaction product. The product is: [OH:37][CH2:36][C:34]1[CH:35]=[C:30]([C:26]2[CH:25]=[C:24]([C:22]3[CH2:21][C:20](=[O:45])[NH:19][C:9]4[CH:10]=[C:11]([C:15]([F:17])([F:16])[F:18])[C:12]([CH3:14])=[CH:13][C:8]=4[N:7]=3)[CH:29]=[CH:28][CH:27]=2)[CH:31]=[C:32]([CH3:44])[N:33]=1.